This data is from Peptide-MHC class II binding affinity with 134,281 pairs from IEDB. The task is: Regression. Given a peptide amino acid sequence and an MHC pseudo amino acid sequence, predict their binding affinity value. This is MHC class II binding data. The peptide sequence is TAVAKCNEKHDEEFC. The MHC is DRB1_0901 with pseudo-sequence DRB1_0901. The binding affinity (normalized) is 0.149.